Dataset: NCI-60 drug combinations with 297,098 pairs across 59 cell lines. Task: Regression. Given two drug SMILES strings and cell line genomic features, predict the synergy score measuring deviation from expected non-interaction effect. Drug 1: CCCS(=O)(=O)NC1=C(C(=C(C=C1)F)C(=O)C2=CNC3=C2C=C(C=N3)C4=CC=C(C=C4)Cl)F. Drug 2: C1=CC=C(C=C1)NC(=O)CCCCCCC(=O)NO. Cell line: A498. Synergy scores: CSS=5.02, Synergy_ZIP=-2.37, Synergy_Bliss=2.35, Synergy_Loewe=-0.600, Synergy_HSA=1.61.